Dataset: Full USPTO retrosynthesis dataset with 1.9M reactions from patents (1976-2016). Task: Predict the reactants needed to synthesize the given product. (1) Given the product [F:1][C:2]1[C:7]([O:8][CH3:9])=[CH:6][C:5]([O:10][CH3:11])=[C:4]([F:12])[C:3]=1[N:13]1[CH2:18][C:17]2[CH:19]=[N:20][C:21]3[N:25]([S:26]([C:29]4[CH:30]=[CH:31][CH:32]=[CH:33][CH:34]=4)(=[O:27])=[O:28])[C:24]([CH:48]=[O:49])=[CH:23][C:22]=3[C:16]=2[N:15]([CH2:35][CH3:36])[C:14]1=[O:37], predict the reactants needed to synthesize it. The reactants are: [F:1][C:2]1[C:7]([O:8][CH3:9])=[CH:6][C:5]([O:10][CH3:11])=[C:4]([F:12])[C:3]=1[N:13]1[CH2:18][C:17]2[CH:19]=[N:20][C:21]3[N:25]([S:26]([C:29]4[CH:34]=[CH:33][CH:32]=[CH:31][CH:30]=4)(=[O:28])=[O:27])[CH:24]=[CH:23][C:22]=3[C:16]=2[N:15]([CH2:35][CH3:36])[C:14]1=[O:37].C([N-]C(C)C)(C)C.[Li+].CN(C)[CH:48]=[O:49]. (2) Given the product [Cl:1][C:2]1[CH:17]=[CH:16][C:15]([F:18])=[CH:14][C:3]=1[CH2:4][N:5]1[C:10](=[O:11])[C:9]([CH3:12])=[N:8][N:7]=[C:6]1[S:13][CH3:19], predict the reactants needed to synthesize it. The reactants are: [Cl:1][C:2]1[CH:17]=[CH:16][C:15]([F:18])=[CH:14][C:3]=1[CH2:4][N:5]1[C:10](=[O:11])[C:9]([CH3:12])=[N:8][NH:7][C:6]1=[S:13].[CH3:19]I.[OH-].[Na+]. (3) Given the product [Cl:1][C:2]1[CH:21]=[C:20]([Cl:22])[CH:19]=[CH:18][C:3]=1[CH2:4][N:5]1[C:9]([CH2:10][CH2:11][C:12]([NH:31][S:28]([CH2:23][CH2:24][CH2:25][CH2:26][CH3:27])(=[O:30])=[O:29])=[O:14])=[CH:8][C:7]([CH:15]([CH3:17])[CH3:16])=[N:6]1, predict the reactants needed to synthesize it. The reactants are: [Cl:1][C:2]1[CH:21]=[C:20]([Cl:22])[CH:19]=[CH:18][C:3]=1[CH2:4][N:5]1[C:9]([CH2:10][CH2:11][C:12]([OH:14])=O)=[CH:8][C:7]([CH:15]([CH3:17])[CH3:16])=[N:6]1.[CH2:23]([S:28]([NH2:31])(=[O:30])=[O:29])[CH2:24][CH2:25][CH2:26][CH3:27].N12CCCN=C1CCCCC2. (4) Given the product [F:14][C:15]1[CH:20]=[CH:19][C:18]([F:21])=[CH:17][C:16]=1[C:22]1[CH2:26][N:25]([C:10]([N:9]([CH3:13])[CH3:8])=[O:11])[CH:24]([C:27]2[CH:32]=[CH:31][CH:30]=[CH:29][CH:28]=2)[CH:23]=1, predict the reactants needed to synthesize it. The reactants are: C(N(CC)CC)C.[CH3:8][N:9]([CH3:13])[C:10](Cl)=[O:11].[F:14][C:15]1[CH:20]=[CH:19][C:18]([F:21])=[CH:17][C:16]=1[C:22]1[CH2:26][NH:25][CH:24]([C:27]2[CH:32]=[CH:31][CH:30]=[CH:29][CH:28]=2)[CH:23]=1. (5) Given the product [Cl:1][C:2]1[CH:7]=[CH:6][C:5]([C@@H:8]([CH3:20])[C:9]([N:11]2[C@H:15]([CH:16]([CH3:17])[CH3:18])[CH2:14][O:13][C:12]2=[O:19])=[O:10])=[CH:4][CH:3]=1, predict the reactants needed to synthesize it. The reactants are: [Cl:1][C:2]1[CH:7]=[CH:6][C:5]([CH2:8][C:9]([N:11]2[C@H:15]([CH:16]([CH3:18])[CH3:17])[CH2:14][O:13][C:12]2=[O:19])=[O:10])=[CH:4][CH:3]=1.[CH3:20][Si]([N-][Si](C)(C)C)(C)C.[Na+].CI.CC(O)=O.